From a dataset of Full USPTO retrosynthesis dataset with 1.9M reactions from patents (1976-2016). Predict the reactants needed to synthesize the given product. (1) Given the product [Cl:1][C:2]1[CH:21]=[CH:20][C:5]([CH2:6][N:7]2[C:16]3[C:11](=[CH:12][CH:13]=[CH:14][CH:15]=3)[C:10]([CH:17]=[C:26]3[S:22][C:23](=[O:28])[NH:24][C:25]3=[O:27])=[CH:9][C:8]2=[O:19])=[CH:4][CH:3]=1, predict the reactants needed to synthesize it. The reactants are: [Cl:1][C:2]1[CH:21]=[CH:20][C:5]([CH2:6][N:7]2[C:16]3[C:11](=[CH:12][CH:13]=[CH:14][CH:15]=3)[C:10]([CH:17]=O)=[CH:9][C:8]2=[O:19])=[CH:4][CH:3]=1.[S:22]1[CH2:26][C:25](=[O:27])[NH:24][C:23]1=[O:28]. (2) Given the product [Cl:1][C:2]1[CH:3]=[CH:4][CH:5]=[C:6]2[C:10]=1[C:9](=[O:11])[N:8]([C:12]1[CH:34]=[CH:33][CH:32]=[C:14]([C:15]([N:17]3[CH2:44][CH2:43][N:42]([CH2:41][CH2:40][N:35]4[CH:39]=[CH:38][N:37]=[CH:36]4)[CH2:19][CH2:18]3)=[O:16])[CH:13]=1)[CH2:7]2, predict the reactants needed to synthesize it. The reactants are: [Cl:1][C:2]1[CH:3]=[CH:4][CH:5]=[C:6]2[C:10]=1[C:9](=[O:11])[N:8]([C:12]1[CH:13]=[C:14]([CH:32]=[CH:33][CH:34]=1)[C:15]([NH:17][CH2:18][CH2:19]C1CCN(C3C=CN=CC=3)CC1)=[O:16])[CH2:7]2.[N:35]1([CH2:40][CH2:41][N:42]2CCN[CH2:44][CH2:43]2)[CH:39]=[CH:38][N:37]=[CH:36]1.ClC1C=CC=C2C=1C(=O)N(C1C=C(C=CC=1)C(O)=O)C2. (3) Given the product [CH3:19][O:20][C:21]1[CH:26]=[C:25]([CH3:27])[C:24]([S:28]([N:31]([CH3:32])[CH2:33][C:34]2[O:38][C:37]([C:39]([N:12]3[CH2:11][CH2:10][N:9]([CH2:8][CH2:7][CH2:6][N:1]4[CH2:2][CH2:3][CH2:4][CH2:5]4)[CH2:14][CH2:13]3)=[O:40])=[N:36][N:35]=2)(=[O:30])=[O:29])=[C:23]([CH3:43])[CH:22]=1, predict the reactants needed to synthesize it. The reactants are: [N:1]1([CH2:6][CH2:7][CH2:8][N:9]2[CH2:14][CH2:13][NH:12][CH2:11][CH2:10]2)[CH2:5][CH2:4][CH2:3][CH2:2]1.C[Al](C)C.[CH3:19][O:20][C:21]1[CH:26]=[C:25]([CH3:27])[C:24]([S:28]([N:31]([CH2:33][C:34]2[O:38][C:37]([C:39](OC)=[O:40])=[N:36][N:35]=2)[CH3:32])(=[O:30])=[O:29])=[C:23]([CH3:43])[CH:22]=1.CO. (4) Given the product [Cl:17][C:14]1[CH:15]=[CH:16][C:8]2[O:7][CH:6]([C:4]([OH:5])=[O:3])[C:11](=[O:12])[NH:10][C:9]=2[CH:13]=1, predict the reactants needed to synthesize it. The reactants are: C([O:3][C:4]([CH:6]1[C:11](=[O:12])[NH:10][C:9]2[CH:13]=[C:14]([Cl:17])[CH:15]=[CH:16][C:8]=2[O:7]1)=[O:5])C.[OH-].[Li+]. (5) Given the product [C:1]([O:5][C:6](=[O:7])[NH:8][C@@H:9]([C:10](=[O:12])[NH:33][C:27]1([CH3:26])[CH2:32][CH2:31][O:30][CH2:29][CH2:28]1)[C:13]1[CH:18]=[CH:17][CH:16]=[CH:15][CH:14]=1)([CH3:2])([CH3:3])[CH3:4], predict the reactants needed to synthesize it. The reactants are: [C:1]([O:5][C:6]([NH:8][C@H:9]([C:13]1[CH:18]=[CH:17][CH:16]=[CH:15][CH:14]=1)[C:10]([OH:12])=O)=[O:7])([CH3:4])([CH3:3])[CH3:2].CN1CCOCC1.[CH3:26][C:27]1([NH2:33])[CH2:32][CH2:31][O:30][CH2:29][CH2:28]1.